Task: Regression. Given a peptide amino acid sequence and an MHC pseudo amino acid sequence, predict their binding affinity value. This is MHC class I binding data.. Dataset: Peptide-MHC class I binding affinity with 185,985 pairs from IEDB/IMGT (1) The peptide sequence is STILNSIDI. The MHC is H-2-Db with pseudo-sequence H-2-Db. The binding affinity (normalized) is 0.911. (2) The peptide sequence is ALFEGRNL. The MHC is H-2-Kb with pseudo-sequence H-2-Kb. The binding affinity (normalized) is 0.323. (3) The peptide sequence is NWDWGVFFK. The MHC is HLA-A24:03 with pseudo-sequence HLA-A24:03. The binding affinity (normalized) is 0.0847. (4) The peptide sequence is MFTNRSGSQ. The MHC is HLA-A01:01 with pseudo-sequence HLA-A01:01. The binding affinity (normalized) is 0.